This data is from Peptide-MHC class II binding affinity with 134,281 pairs from IEDB. The task is: Regression. Given a peptide amino acid sequence and an MHC pseudo amino acid sequence, predict their binding affinity value. This is MHC class II binding data. (1) The peptide sequence is SLPLFTGQASFDLAA. The MHC is DRB1_0405 with pseudo-sequence DRB1_0405. The binding affinity (normalized) is 0.617. (2) The peptide sequence is YFKFLANVSTVLTGK. The MHC is DRB1_0401 with pseudo-sequence DRB1_0401. The binding affinity (normalized) is 0.683. (3) The peptide sequence is IKHIYAISSAALSAS. The MHC is DRB1_1501 with pseudo-sequence DRB1_1501. The binding affinity (normalized) is 0.987. (4) The peptide sequence is VLDMFRTAFGGKYMR. The MHC is DRB1_0101 with pseudo-sequence DRB1_0101. The binding affinity (normalized) is 0.457. (5) The peptide sequence is VEDNLVKLKNVLNVY. The MHC is HLA-DQA10501-DQB10301 with pseudo-sequence HLA-DQA10501-DQB10301. The binding affinity (normalized) is 0. (6) The peptide sequence is QENWNTSIKTLKFDA. The MHC is DRB1_1501 with pseudo-sequence DRB1_1501. The binding affinity (normalized) is 0.114. (7) The peptide sequence is LEPVKCDTLLCDIGE. The MHC is HLA-DQA10201-DQB10402 with pseudo-sequence HLA-DQA10201-DQB10402. The binding affinity (normalized) is 0.173. (8) The peptide sequence is YEGQRVVFIQPSPVRD. The MHC is DRB3_0101 with pseudo-sequence DRB3_0101. The binding affinity (normalized) is 0.165. (9) The peptide sequence is GFGMLLRKYGIAAENVIDVK. The binding affinity (normalized) is 0.389. The MHC is DRB3_0202 with pseudo-sequence DRB3_0202.